Dataset: CYP1A2 inhibition data for predicting drug metabolism from PubChem BioAssay. Task: Regression/Classification. Given a drug SMILES string, predict its absorption, distribution, metabolism, or excretion properties. Task type varies by dataset: regression for continuous measurements (e.g., permeability, clearance, half-life) or binary classification for categorical outcomes (e.g., BBB penetration, CYP inhibition). Dataset: cyp1a2_veith. (1) The molecule is Cc1cccc(CSc2ncc(CO)n2C)c1. The result is 1 (inhibitor). (2) The drug is CO[C@]1(NC(=O)[C@H](C(=O)[O-])c2ccc(O)cc2)C(=O)N2C(C(=O)[O-])=C(CSc3nnnn3C)CO[C@H]21.[Na+].[Na+]. The result is 0 (non-inhibitor). (3) The molecule is CN(C)C(=O)c1ccc(-c2cc(-n3ccnc3)ncn2)cc1. The result is 1 (inhibitor). (4) The compound is CN(CCCNC(=O)C1CCC(=O)N1Cc1ccccc1Cl)c1ccccc1. The result is 0 (non-inhibitor). (5) The drug is O=C(O)[C@@H]1CCCN1. The result is 0 (non-inhibitor).